Dataset: Full USPTO retrosynthesis dataset with 1.9M reactions from patents (1976-2016). Task: Predict the reactants needed to synthesize the given product. (1) The reactants are: [CH3:1][C:2]([CH3:12])([CH2:5][C:6]1[CH:11]=[CH:10][CH:9]=[CH:8][CH:7]=1)[CH:3]=O.[C:13]([NH2:21])(=[O:20])[C:14]1[CH:19]=[CH:18][CH:17]=[N:16][CH:15]=1.[NH:22]1[C:26]2[CH:27]=[CH:28][CH:29]=[CH:30][C:25]=2[N:24]=[N:23]1.C1(C)C=CC(S(O)(=O)=O)=CC=1. Given the product [N:22]1([CH:3]([NH:21][C:13](=[O:20])[C:14]2[CH:19]=[CH:18][CH:17]=[N:16][CH:15]=2)[C:2]([CH3:12])([CH3:1])[CH2:5][C:6]2[CH:11]=[CH:10][CH:9]=[CH:8][CH:7]=2)[C:26]2[CH:27]=[CH:28][CH:29]=[CH:30][C:25]=2[N:24]=[N:23]1, predict the reactants needed to synthesize it. (2) Given the product [C:1]([O:5][C:6](=[O:44])[NH:7][CH2:8][CH:9]([NH:19][C:20](=[O:43])[C@@H:21]([NH:35][C:36]([O:38][C:39]([CH3:42])([CH3:41])[CH3:40])=[O:37])[CH2:22][CH2:23][NH2:24])[CH2:10][NH:11][C:12](=[O:18])[O:13][C:14]([CH3:17])([CH3:16])[CH3:15])([CH3:2])([CH3:3])[CH3:4], predict the reactants needed to synthesize it. The reactants are: [C:1]([O:5][C:6](=[O:44])[NH:7][CH2:8][CH:9]([NH:19][C:20](=[O:43])[C@@H:21]([NH:35][C:36]([O:38][C:39]([CH3:42])([CH3:41])[CH3:40])=[O:37])[CH2:22][CH2:23][NH:24]C(OCC1C=CC=CC=1)=O)[CH2:10][NH:11][C:12](=[O:18])[O:13][C:14]([CH3:17])([CH3:16])[CH3:15])([CH3:4])([CH3:3])[CH3:2].